This data is from Peptide-MHC class I binding affinity with 185,985 pairs from IEDB/IMGT. The task is: Regression. Given a peptide amino acid sequence and an MHC pseudo amino acid sequence, predict their binding affinity value. This is MHC class I binding data. (1) The peptide sequence is SIFISFYLI. The MHC is HLA-A02:06 with pseudo-sequence HLA-A02:06. The binding affinity (normalized) is 0.652. (2) The peptide sequence is YPLHEQHGM. The MHC is HLA-B27:05 with pseudo-sequence HLA-B27:05. The binding affinity (normalized) is 0.0847. (3) The peptide sequence is VPGLSPEAL. The MHC is HLA-A23:01 with pseudo-sequence HLA-A23:01. The binding affinity (normalized) is 0.603. (4) The peptide sequence is EELRSLFNTV. The binding affinity (normalized) is 0.472. The MHC is HLA-A02:06 with pseudo-sequence HLA-A02:06. (5) The peptide sequence is SWDVFGNWF. The MHC is Mamu-A20102 with pseudo-sequence Mamu-A20102. The binding affinity (normalized) is 0.125.